Predict the reaction yield, written as a fraction of the theoretical maximum amount of product (1.0 means a 100% yield; for example, 0.34 means a 34% yield). From a dataset of Reaction yield outcomes from USPTO patents with 853,638 reactions. (1) The reactants are [Br:1][C:2]1[CH:3]=[C:4]2[C:10]([I:11])=[CH:9][NH:8][C:5]2=[N:6][CH:7]=1.[H-].[Na+].[C:14]1([CH3:24])[CH:19]=[CH:18][C:17]([S:20](Cl)(=[O:22])=[O:21])=[CH:16][CH:15]=1. The catalyst is C1COCC1. The product is [Br:1][C:2]1[CH:3]=[C:4]2[C:10]([I:11])=[CH:9][N:8]([S:20]([C:17]3[CH:18]=[CH:19][C:14]([CH3:24])=[CH:15][CH:16]=3)(=[O:22])=[O:21])[C:5]2=[N:6][CH:7]=1. The yield is 0.920. (2) The reactants are [NH2:1][CH2:2][CH2:3][CH2:4][N:5]1[C:13]2[C:8](=[CH:9][CH:10]=[CH:11][CH:12]=2)[C:7]2([C:17]3=[CH:18][C:19]4[O:23][CH2:22][O:21][C:20]=4[CH:24]=[C:16]3[O:15][CH2:14]2)[C:6]1=[O:25].C(N(CC)CC)C.[Cl:33][C:34]1[CH:38]=[CH:37][S:36][C:35]=1[C:39](Cl)=[O:40]. The catalyst is ClCCl. The product is [Cl:33][C:34]1[CH:38]=[CH:37][S:36][C:35]=1[C:39]([NH:1][CH2:2][CH2:3][CH2:4][N:5]1[C:13]2[C:8](=[CH:9][CH:10]=[CH:11][CH:12]=2)[C:7]2([C:17]3=[CH:18][C:19]4[O:23][CH2:22][O:21][C:20]=4[CH:24]=[C:16]3[O:15][CH2:14]2)[C:6]1=[O:25])=[O:40]. The yield is 0.670. (3) The catalyst is C1COCC1. The reactants are [C:1]([C:5]1[CH:10]=[C:9]([Cl:11])[N:8]=[CH:7][C:6]=1[NH:12]C(=O)OC(C)(C)C)#[C:2][CH2:3][CH3:4].CCCC[N+](CCCC)(CCCC)CCCC.[F-]. The yield is 0.890. The product is [CH2:3]([C:2]1[NH:12][C:6]2=[CH:7][N:8]=[C:9]([Cl:11])[CH:10]=[C:5]2[CH:1]=1)[CH3:4]. (4) The reactants are [CH3:1][C:2]1[NH:3][C:4]2[C:9]([C:10]=1[CH2:11][C:12]([OH:14])=O)=[CH:8][CH:7]=[CH:6][CH:5]=2.C1N=CN(C(N2C=NC=C2)=O)C=1.[NH2:27][C:28]1[S:29][C:30]([N+:33]([O-:35])=[O:34])=[CH:31][N:32]=1. The catalyst is C1COCC1. The product is [CH3:1][C:2]1[NH:3][C:4]2[C:9]([C:10]=1[CH2:11][C:12]([NH:27][C:28]1[S:29][C:30]([N+:33]([O-:35])=[O:34])=[CH:31][N:32]=1)=[O:14])=[CH:8][CH:7]=[CH:6][CH:5]=2. The yield is 0.770. (5) The reactants are [F:1][C:2]1[C:7]([C:8]2[CH:13]=[CH:12][CH:11]=[C:10]([CH3:14])[CH:9]=2)=[C:6]([C:15]([C@@H:22]2[O:27][CH2:26][CH2:25][N:24]([C:28]([O:30][C:31]([CH3:34])([CH3:33])[CH3:32])=[O:29])[CH2:23]2)=[CH:16][CH2:17][CH2:18][CH2:19][O:20][CH3:21])[CH:5]=[CH:4][CH:3]=1. The catalyst is CO.[H][H].[OH-].[OH-].[Pd+2]. The product is [F:1][C:2]1[C:7]([C:8]2[CH:13]=[CH:12][CH:11]=[C:10]([CH3:14])[CH:9]=2)=[C:6]([CH:15]([C@@H:22]2[O:27][CH2:26][CH2:25][N:24]([C:28]([O:30][C:31]([CH3:34])([CH3:33])[CH3:32])=[O:29])[CH2:23]2)[CH2:16][CH2:17][CH2:18][CH2:19][O:20][CH3:21])[CH:5]=[CH:4][CH:3]=1. The yield is 1.00. (6) The reactants are [Br:1][C:2]1[C:3]([O:11][CH2:12][C:13]2[C:14]([C:19]3[CH:24]=[CH:23][CH:22]=[CH:21][CH:20]=3)=[N:15][O:16][C:17]=2[CH3:18])=[N:4][CH:5]=[C:6]([CH:10]=1)[C:7](O)=[O:8].CC1O[N:29]=[C:28]([C:31]2C=CC=CC=2)[C:27]=1COC1C=CC(C(O)=O)=CN=1.C(N)(C)C. No catalyst specified. The product is [Br:1][C:2]1[C:3]([O:11][CH2:12][C:13]2[C:14]([C:19]3[CH:24]=[CH:23][CH:22]=[CH:21][CH:20]=3)=[N:15][O:16][C:17]=2[CH3:18])=[N:4][CH:5]=[C:6]([CH:10]=1)[C:7]([NH:29][CH:28]([CH3:31])[CH3:27])=[O:8]. The yield is 0.860. (7) The product is [C:1]([C:3]1[C:11]2[C:6](=[CH:7][C:8]([O:12][CH3:13])=[CH:9][CH:10]=2)[N:5]([CH2:14][CH3:15])[C:4]=1[C:16]1[CH:21]=[CH:20][C:19]([NH:22][S:23]([CH2:26][CH2:27][N:28]2[CH2:33][CH2:32][O:31][CH2:30][CH2:29]2)(=[O:24])=[O:25])=[CH:18][CH:17]=1)#[N:2]. The catalyst is CC#N. The yield is 1.00. The reactants are [C:1]([C:3]1[C:11]2[C:6](=[CH:7][C:8]([O:12][CH3:13])=[CH:9][CH:10]=2)[N:5]([CH2:14][CH3:15])[C:4]=1[C:16]1[CH:21]=[CH:20][C:19]([NH:22][S:23]([CH:26]=[CH2:27])(=[O:25])=[O:24])=[CH:18][CH:17]=1)#[N:2].[NH:28]1[CH2:33][CH2:32][O:31][CH2:30][CH2:29]1. (8) The reactants are C([O:3][C:4]([C:6]1[C:7]([C:12]2[CH:17]=[CH:16][N:15]=[CH:14][N:13]=2)=[N:8][O:9][C:10]=1[CH3:11])=[O:5])C.COC(=O)C1C=CN=C(OCC2C(C3C=CC=CC=3)=NOC=2C)C=1. No catalyst specified. The product is [CH3:11][C:10]1[O:9][N:8]=[C:7]([C:12]2[CH:17]=[CH:16][N:15]=[CH:14][N:13]=2)[C:6]=1[C:4]([OH:5])=[O:3]. The yield is 0.730. (9) The reactants are [F:1][C:2]1[CH:3]=[C:4]2[C:8](=[CH:9][CH:10]=1)[N:7]([S:11]([C:14]1[CH:19]=[CH:18][C:17]([O:20][CH3:21])=[C:16]([N:22]3[CH2:27][CH2:26][NH:25][CH2:24][CH2:23]3)[CH:15]=1)(=[O:13])=[O:12])[CH:6]=[CH:5]2.[C:28]([BH3-])#N.[Na+].C=O. The catalyst is CO. The product is [F:1][C:2]1[CH:3]=[C:4]2[C:8](=[CH:9][CH:10]=1)[N:7]([S:11]([C:14]1[CH:19]=[CH:18][C:17]([O:20][CH3:21])=[C:16]([N:22]3[CH2:23][CH2:24][N:25]([CH3:28])[CH2:26][CH2:27]3)[CH:15]=1)(=[O:13])=[O:12])[CH:6]=[CH:5]2. The yield is 0.300. (10) The reactants are Br[C:2]1[CH:7]=[CH:6][C:5]([NH:8][C:9](=[O:11])[CH3:10])=[CH:4][C:3]=1[S:12]([C:15]([F:18])([F:17])[F:16])(=[O:14])=[O:13].[Cu][C:20]#[N:21]. The catalyst is CN1C(=O)CCC1. The product is [C:20]([C:2]1[CH:7]=[CH:6][C:5]([NH:8][C:9](=[O:11])[CH3:10])=[CH:4][C:3]=1[S:12]([C:15]([F:18])([F:17])[F:16])(=[O:14])=[O:13])#[N:21]. The yield is 0.730.